From a dataset of Catalyst prediction with 721,799 reactions and 888 catalyst types from USPTO. Predict which catalyst facilitates the given reaction. Reactant: [CH3:1][C:2]1[CH:7]=[C:6]([CH3:8])[CH:5]=[C:4]([N+:9]([O-])=O)[C:3]=1[NH:12][CH2:13][C:14]([N:16]([CH3:18])[CH3:17])=[O:15]. Product: [NH2:9][C:4]1[CH:5]=[C:6]([CH3:8])[CH:7]=[C:2]([CH3:1])[C:3]=1[NH:12][CH2:13][C:14]([N:16]([CH3:18])[CH3:17])=[O:15]. The catalyst class is: 50.